The task is: Predict the product of the given reaction.. This data is from Forward reaction prediction with 1.9M reactions from USPTO patents (1976-2016). (1) Given the reactants C(Cl)(=O)C(Cl)=O.CS(C)=O.[CH2:11]([O:29][CH2:30][CH:31]([CH2:34][O:35][CH2:36][CH2:37][CH2:38][CH2:39][CH2:40][CH2:41][CH2:42][CH2:43]/[CH:44]=[CH:45]\[CH2:46]/[CH:47]=[CH:48]\[CH2:49][CH2:50][CH2:51][CH2:52][CH3:53])[CH2:32][OH:33])[CH2:12][CH2:13][CH2:14][CH2:15][CH2:16][CH2:17][CH2:18]/[CH:19]=[CH:20]\[CH2:21]/[CH:22]=[CH:23]\[CH2:24][CH2:25][CH2:26][CH2:27][CH3:28].C(N(CC)CC)C, predict the reaction product. The product is: [CH2:36]([O:35][CH2:34][CH:31]([CH2:30][O:29][CH2:11][CH2:12][CH2:13][CH2:14][CH2:15][CH2:16][CH2:17][CH2:18]/[CH:19]=[CH:20]\[CH2:21]/[CH:22]=[CH:23]\[CH2:24][CH2:25][CH2:26][CH2:27][CH3:28])[CH:32]=[O:33])[CH2:37][CH2:38][CH2:39][CH2:40][CH2:41][CH2:42][CH2:43]/[CH:44]=[CH:45]\[CH2:46]/[CH:47]=[CH:48]\[CH2:49][CH2:50][CH2:51][CH2:52][CH3:53]. (2) Given the reactants [F:1][C:2]1[CH:3]=[CH:4][C:5]([CH3:11])=[C:6]([CH:10]=1)[C:7]([OH:9])=[O:8].[N+:12]([O-])([OH:14])=[O:13], predict the reaction product. The product is: [F:1][C:2]1[CH:3]=[C:4]([N+:12]([O-:14])=[O:13])[C:5]([CH3:11])=[C:6]([CH:10]=1)[C:7]([OH:9])=[O:8]. (3) The product is: [Br:8][C:4]1[N:3]=[C:2]([NH:13][C:9]([CH3:12])([CH3:11])[CH3:10])[CH:7]=[CH:6][CH:5]=1. Given the reactants Br[C:2]1[CH:7]=[CH:6][CH:5]=[C:4]([Br:8])[N:3]=1.[C:9]([NH2:13])([CH3:12])([CH3:11])[CH3:10], predict the reaction product. (4) Given the reactants [Si]([O:8][CH2:9][C:10]1([CH3:37])[S:16][CH2:15][CH2:14][N:13]2[C:17]([C:20]3([C:23]4[CH:28]=[CH:27][C:26]([C:29]5[CH:30]=[N:31][CH:32]=[CH:33][C:34]=5[O:35][CH3:36])=[CH:25][CH:24]=4)[CH2:22][CH2:21]3)=[N:18][N:19]=[C:12]2[CH2:11]1)(C(C)(C)C)(C)C.Cl, predict the reaction product. The product is: [CH3:36][O:35][C:34]1[CH:33]=[CH:32][N:31]=[CH:30][C:29]=1[C:26]1[CH:25]=[CH:24][C:23]([C:20]2([C:17]3[N:13]4[CH2:14][CH2:15][S:16][C:10]([CH2:9][OH:8])([CH3:37])[CH2:11][C:12]4=[N:19][N:18]=3)[CH2:22][CH2:21]2)=[CH:28][CH:27]=1. (5) Given the reactants Cl[CH2:2][CH2:3][CH2:4][N:5]1[CH2:11][CH2:10][C:9](=[O:12])[C:8]2[N:13]([CH3:16])[CH:14]=[CH:15][C:7]=2[S:6]1(=[O:18])=[O:17].[F:19][C:20]1[CH:25]=[CH:24][C:23]([N:26]2[CH2:31][CH2:30][NH:29][CH2:28][CH2:27]2)=[CH:22][CH:21]=1.C(=O)([O-])[O-].[K+].[K+].[I-].[Na+], predict the reaction product. The product is: [F:19][C:20]1[CH:21]=[CH:22][C:23]([N:26]2[CH2:31][CH2:30][N:29]([CH2:2][CH2:3][CH2:4][N:5]3[CH2:11][CH2:10][C:9](=[O:12])[C:8]4[N:13]([CH3:16])[CH:14]=[CH:15][C:7]=4[S:6]3(=[O:18])=[O:17])[CH2:28][CH2:27]2)=[CH:24][CH:25]=1. (6) Given the reactants [F:1][C:2]1[CH:3]=[CH:4][C:5]([O:25][CH:26]([CH3:28])[CH3:27])=[C:6]([N:8]2[CH2:13][CH2:12][N:11]([CH2:14][CH2:15][CH2:16][N:17]3[C:21](=[O:22])[CH:20]=[C:19]([CH3:23])[C:18]3=[O:24])[CH2:10][CH2:9]2)[CH:7]=1.[CH:29]1([NH2:32])[CH2:31][CH2:30]1, predict the reaction product. The product is: [F:1][C:2]1[CH:3]=[CH:4][C:5]([O:25][CH:26]([CH3:28])[CH3:27])=[C:6]([N:8]2[CH2:9][CH2:10][N:11]([CH2:14][CH2:15][CH2:16][N:17]3[C:18](=[O:24])[CH:19]([CH3:23])[CH:20]([NH:32][CH:29]4[CH2:31][CH2:30]4)[C:21]3=[O:22])[CH2:12][CH2:13]2)[CH:7]=1. (7) Given the reactants [Cl:1][C:2]1[CH:3]=[C:4]([NH:9][C:10]([C:12]2[C:16]([CH2:17][O:18][Si:19]([CH:26]([CH3:28])[CH3:27])([CH:23]([CH3:25])[CH3:24])[CH:20]([CH3:22])[CH3:21])=[N:15][O:14][N:13]=2)=O)[CH:5]=[CH:6][C:7]=1[F:8].COC1C=CC(P2(=S)SP(C3C=CC(OC)=CC=3)(=S)[S:38]2)=CC=1, predict the reaction product. The product is: [Cl:1][C:2]1[CH:3]=[C:4]([NH:9][C:10]([C:12]2[C:16]([CH2:17][O:18][Si:19]([CH:26]([CH3:28])[CH3:27])([CH:23]([CH3:25])[CH3:24])[CH:20]([CH3:22])[CH3:21])=[N:15][O:14][N:13]=2)=[S:38])[CH:5]=[CH:6][C:7]=1[F:8]. (8) Given the reactants [F:1][C:2]([F:7])([F:6])[C@@H:3]([OH:5])[CH3:4].Cl[C:9]([O:11][C:12]1[CH:17]=[CH:16][C:15]([N+:18]([O-:20])=[O:19])=[CH:14][CH:13]=1)=[O:10].CN(C)CCO.Cl, predict the reaction product. The product is: [C:9](=[O:10])([O:5][C@@H:3]([CH3:4])[C:2]([F:7])([F:6])[F:1])[O:11][C:12]1[CH:13]=[CH:14][C:15]([N+:18]([O-:20])=[O:19])=[CH:16][CH:17]=1. (9) Given the reactants [Cl:1][C:2]1[C:3](Cl)=[N:4][CH:5]=[C:6]([CH:12]=1)[C:7]([O:9][CH2:10][CH3:11])=[O:8].C(N(CC)C(C)C)(C)C.[NH2:23][C@@H:24]1[CH2:29][CH2:28][CH2:27][N:26]([C:30]([O:32][C:33]([CH3:36])([CH3:35])[CH3:34])=[O:31])[CH2:25]1.CCOC(C)=O, predict the reaction product. The product is: [C:33]([O:32][C:30]([N:26]1[CH2:27][CH2:28][CH2:29][C@@H:24]([NH:23][C:3]2[C:2]([Cl:1])=[CH:12][C:6]([C:7]([O:9][CH2:10][CH3:11])=[O:8])=[CH:5][N:4]=2)[CH2:25]1)=[O:31])([CH3:36])([CH3:34])[CH3:35]. (10) Given the reactants [OH:1][C:2]1[C:3](=[O:36])[N:4]([C:29]2[N:30]=[N:31][C:32]([CH3:35])=[CH:33][CH:34]=2)[CH:5]([C:18]2[CH:23]=[CH:22][C:21]([O:24][C:25]([F:28])([F:27])[F:26])=[CH:20][CH:19]=2)[C:6]=1[C:7](=O)[C:8]1[CH:13]=[CH:12][C:11]([CH:14]([CH3:16])[CH3:15])=[CH:10][CH:9]=1.Cl.[C:38]([CH2:41][O:42][NH2:43])([OH:40])=[O:39].[C:38]([CH2:41][O:42][NH2:43])([OH:40])=[O:39], predict the reaction product. The product is: [OH:1][C:2]1[C:3](=[O:36])[N:4]([C:29]2[N:30]=[N:31][C:32]([CH3:35])=[CH:33][CH:34]=2)[CH:5]([C:18]2[CH:19]=[CH:20][C:21]([O:24][C:25]([F:28])([F:26])[F:27])=[CH:22][CH:23]=2)[C:6]=1[C:7]([C:8]1[CH:13]=[CH:12][C:11]([CH:14]([CH3:15])[CH3:16])=[CH:10][CH:9]=1)=[N:43][O:42][CH2:41][C:38]([OH:40])=[O:39].